This data is from Catalyst prediction with 721,799 reactions and 888 catalyst types from USPTO. The task is: Predict which catalyst facilitates the given reaction. (1) Reactant: Cl.[CH3:2][O:3][C:4](=[O:13])[NH:5][C@H:6]1[C@@H:11]([CH3:12])[CH2:10][CH2:9][NH:8][CH2:7]1.[CH:14](=O)[C:15]1[CH:20]=[CH:19][CH:18]=[CH:17][CH:16]=1.C(N(C(C)C)CC)(C)C.C(O[BH-](OC(=O)C)OC(=O)C)(=O)C.[Na+]. Product: [CH3:2][O:3][C:4](=[O:13])[NH:5][C@H:6]1[C@@H:11]([CH3:12])[CH2:10][CH2:9][N:8]([CH2:14][C:15]2[CH:20]=[CH:19][CH:18]=[CH:17][CH:16]=2)[CH2:7]1. The catalyst class is: 26. (2) The catalyst class is: 50. Reactant: [CH3:1][O:2][C:3]1[CH:8]=[CH:7][C:6]([C:9]2[CH:14]=[CH:13][C:12]([N+:15]([O-])=O)=[CH:11][CH:10]=2)=[CH:5][N:4]=1. Product: [CH3:1][O:2][C:3]1[N:4]=[CH:5][C:6]([C:9]2[CH:14]=[CH:13][C:12]([NH2:15])=[CH:11][CH:10]=2)=[CH:7][CH:8]=1. (3) Product: [CH2:2]([N:5]1[C:15]2[C:10](=[CH:11][CH:12]=[CH:13][CH:14]=2)[CH2:9][C@H:8]([NH:16][C:27]([C:22]2[NH:23][C:24]3[C:20]([CH:21]=2)=[CH:19][C:18]([Cl:17])=[CH:26][CH:25]=3)=[O:28])[C:6]1=[O:7])[CH:3]=[CH2:4]. Reactant: Cl.[CH2:2]([N:5]1[C:15]2[C:10](=[CH:11][CH:12]=[CH:13][CH:14]=2)[CH2:9][C@H:8]([NH2:16])[C:6]1=[O:7])[CH:3]=[CH2:4].[Cl:17][C:18]1[CH:19]=[C:20]2[C:24](=[CH:25][CH:26]=1)[NH:23][C:22]([C:27](O)=[O:28])=[CH:21]2.ON1C2N=CC=CC=2N=N1.Cl.CN(C)CCCN=C=NCC.C(N(C(C)C)CC)(C)C. The catalyst class is: 7. (4) Reactant: [NH2:1][C:2]1[CH:24]=[CH:23][C:5]2[O:6][C@@H:7]([CH2:21][OH:22])[CH2:8][N:9]([S:10]([C:13]3[CH:14]=[C:15]([CH:18]=[CH:19][CH:20]=3)[C:16]#[N:17])(=[O:12])=[O:11])[C:4]=2[CH:3]=1.C(N(CC)C(C)C)(C)C.[Cl:34][C:35]1[CH:43]=[CH:42][CH:41]=[C:40]([F:44])[C:36]=1[C:37](Cl)=[O:38]. Product: [Cl:34][C:35]1[CH:43]=[CH:42][CH:41]=[C:40]([F:44])[C:36]=1[C:37]([NH:1][C:2]1[CH:24]=[CH:23][C:5]2[O:6][C@@H:7]([CH2:21][OH:22])[CH2:8][N:9]([S:10]([C:13]3[CH:20]=[CH:19][CH:18]=[C:15]([C:16]#[N:17])[CH:14]=3)(=[O:12])=[O:11])[C:4]=2[CH:3]=1)=[O:38]. The catalyst class is: 54. (5) Reactant: [Br:1][C:2]1[CH:7]=[CH:6][C:5]([Cl:8])=[C:4]([CH2:9][C:10]2[CH:15]=[CH:14][C:13]([CH2:16][CH2:17][CH2:18][O:19][CH:20]=[CH2:21])=[CH:12][CH:11]=2)[CH:3]=1.[Zn](CC)[CH2:23]C.ICI. Product: [Br:1][C:2]1[CH:7]=[CH:6][C:5]([Cl:8])=[C:4]([CH2:9][C:10]2[CH:15]=[CH:14][C:13]([CH2:16][CH2:17][CH2:18][O:19][CH:20]3[CH2:23][CH2:21]3)=[CH:12][CH:11]=2)[CH:3]=1. The catalyst class is: 27. (6) Reactant: [OH:1][C@H:2]1[C@@H:6]([CH2:7][OH:8])[O:5][C@@H:4]([N:9]2[CH:14]=[C:13]([CH3:15])[C:12](=[O:16])[N:11]([CH2:17]/[CH:18]=[C:19](\[CH3:31])/[CH2:20][CH2:21]/[CH:22]=[C:23](\[CH3:30])/[CH2:24][CH2:25][CH:26]=[C:27]([CH3:29])[CH3:28])[C:10]2=[O:32])[CH2:3]1.N1C=CC=CC=1.[CH3:39][O:40][C:41]1[CH:46]=[CH:45][C:44]([C:47](Cl)([C:54]2[CH:59]=[CH:58][C:57]([O:60][CH3:61])=[CH:56][CH:55]=2)[C:48]2[CH:53]=[CH:52][CH:51]=[CH:50][CH:49]=2)=[CH:43][CH:42]=1. Product: [CH3:61][O:60][C:57]1[CH:56]=[CH:55][C:54]([C:47]([C:44]2[CH:43]=[CH:42][C:41]([O:40][CH3:39])=[CH:46][CH:45]=2)([C:48]2[CH:53]=[CH:52][CH:51]=[CH:50][CH:49]=2)[O:8][CH2:7][C@H:6]2[O:5][C@@H:4]([N:9]3[CH:14]=[C:13]([CH3:15])[C:12](=[O:16])[N:11]([CH2:17]/[CH:18]=[C:19](\[CH3:31])/[CH2:20][CH2:21]/[CH:22]=[C:23](\[CH3:30])/[CH2:24][CH2:25][CH:26]=[C:27]([CH3:29])[CH3:28])[C:10]3=[O:32])[CH2:3][C@H:2]2[OH:1])=[CH:59][CH:58]=1. The catalyst class is: 61. (7) Reactant: [NH2:1][C:2]1[N:10]=[CH:9][N:8]=[C:7]2[C:3]=1[N:4]=[CH:5][N:6]2[C@H:11]1[C@@H:15]2[O:16][C:17]([CH3:20])([CH3:19])[O:18][C@@H:14]2[C@@H:13]([CH2:21][N:22]([CH:32]([CH3:34])[CH3:33])[C:23](=[O:31])[CH2:24][CH2:25][CH2:26][C:27]([O:29]C)=[O:28])[O:12]1.O[Li].O. Product: [NH2:1][C:2]1[N:10]=[CH:9][N:8]=[C:7]2[C:3]=1[N:4]=[CH:5][N:6]2[C@H:11]1[C@@H:15]2[O:16][C:17]([CH3:19])([CH3:20])[O:18][C@@H:14]2[C@@H:13]([CH2:21][N:22]([CH:32]([CH3:34])[CH3:33])[C:23](=[O:31])[CH2:24][CH2:25][CH2:26][C:27]([OH:29])=[O:28])[O:12]1. The catalyst class is: 87. (8) Reactant: Cl[C:2]1[CH:7]=[CH:6][C:5]([N+:8]([O-:10])=[O:9])=[CH:4][N:3]=1.[CH3:11][C:12]1([CH3:22])[C:16]2=[C:17]([OH:21])[CH:18]=[CH:19][CH:20]=[C:15]2[O:14][CH2:13]1.C(=O)([O-])[O-].[K+].[K+]. Product: [CH3:11][C:12]1([CH3:22])[C:16]2[C:17]([O:21][C:2]3[CH:7]=[CH:6][C:5]([N+:8]([O-:10])=[O:9])=[CH:4][N:3]=3)=[CH:18][CH:19]=[CH:20][C:15]=2[O:14][CH2:13]1. The catalyst class is: 9. (9) Reactant: [OH-].[Na+].O.[CH3:4][C:5]1[CH:6]=[C:7]2[C:11](=[CH:12][CH:13]=1)[NH:10][C:9]1[CH2:14][C:15]3[C:20]([C:8]2=1)=[CH:19][CH:18]=[CH:17][CH:16]=3.[CH3:21]I. Product: [CH3:21][N:10]1[C:11]2[C:7](=[CH:6][C:5]([CH3:4])=[CH:13][CH:12]=2)[C:8]2[C:20]3[C:15]([CH2:14][C:9]1=2)=[CH:16][CH:17]=[CH:18][CH:19]=3. The catalyst class is: 48. (10) Reactant: [CH2:1]([O:8][C:9]([NH:11][C:12]1[C:13]([C:23](O)=[O:24])=[N:14][C:15]2[C:20]([CH:21]=1)=[CH:19][CH:18]=[C:17]([Br:22])[CH:16]=2)=[O:10])[C:2]1[CH:7]=[CH:6][CH:5]=[CH:4][CH:3]=1.[NH2:26][C:27]1[CH:28]=[N:29][CH:30]=[CH:31][C:32]=1[N:33]1[CH2:38][C@H:37]([CH3:39])[C@H:36]([N:40]2[CH:44]=[CH:43][N:42]=[N:41]2)[C@H:35]([NH:45][C:46](=[O:52])[O:47][C:48]([CH3:51])([CH3:50])[CH3:49])[CH2:34]1.CN(C(ON1N=NC2C=CC=NC1=2)=[N+](C)C)C.F[P-](F)(F)(F)(F)F.CCN(C(C)C)C(C)C. Product: [Br:22][C:17]1[CH:16]=[C:15]2[C:20]([CH:21]=[C:12]([NH:11][C:9](=[O:10])[O:8][CH2:1][C:2]3[CH:3]=[CH:4][CH:5]=[CH:6][CH:7]=3)[C:13]([C:23]([NH:26][C:27]3[CH:28]=[N:29][CH:30]=[CH:31][C:32]=3[N:33]3[CH2:38][C@H:37]([CH3:39])[C@H:36]([N:40]4[CH:44]=[CH:43][N:42]=[N:41]4)[C@H:35]([NH:45][C:46]([O:47][C:48]([CH3:51])([CH3:50])[CH3:49])=[O:52])[CH2:34]3)=[O:24])=[N:14]2)=[CH:19][CH:18]=1. The catalyst class is: 3.